From a dataset of Full USPTO retrosynthesis dataset with 1.9M reactions from patents (1976-2016). Predict the reactants needed to synthesize the given product. (1) Given the product [C:21]([C:18]1[CH:19]=[CH:20][C:15]([C:11]2[CH:12]=[C:13]3[C:8](=[CH:9][CH:10]=2)[N:7]([C:26]2[CH:37]=[CH:36][C:29]([O:30][C:31]([CH3:35])([CH3:34])[CH2:32][OH:33])=[CH:28][CH:27]=2)[C:6]([C:4]([OH:3])=[O:5])=[CH:14]3)=[CH:16][CH:17]=1)([CH3:23])([CH3:22])[CH3:24], predict the reactants needed to synthesize it. The reactants are: C([O:3][C:4]([C:6]1[NH:7][C:8]2[C:13]([CH:14]=1)=[CH:12][C:11]([C:15]1[CH:20]=[CH:19][C:18]([C:21]([CH3:24])([CH3:23])[CH3:22])=[CH:17][CH:16]=1)=[CH:10][CH:9]=2)=[O:5])C.Br[C:26]1[CH:37]=[CH:36][C:29]([O:30][C:31]([CH3:35])([CH3:34])[CH2:32][OH:33])=[CH:28][CH:27]=1. (2) Given the product [CH3:16][C:7]1[C:6]2[CH:5]=[C:4]([C:17]#[N:18])[CH:3]=[C:2]([C:22]3[CH:23]=[CH:24][N:19]=[CH:20][CH:21]=3)[C:10]=2[N:9]2[CH2:11][CH2:12][NH:13][C:14](=[O:15])[C:8]=12, predict the reactants needed to synthesize it. The reactants are: Br[C:2]1[C:10]2[N:9]3[CH2:11][CH2:12][NH:13][C:14](=[O:15])[C:8]3=[C:7]([CH3:16])[C:6]=2[CH:5]=[C:4]([C:17]#[N:18])[CH:3]=1.[N:19]1[CH:24]=[CH:23][C:22](B(O)O)=[CH:21][CH:20]=1. (3) The reactants are: Br[C:2]1[N:3]([CH2:17][O:18][CH2:19][CH2:20][Si:21]([CH3:24])([CH3:23])[CH3:22])[CH:4]=[C:5]([C:7]([O:9][CH2:10][C:11]2[CH:16]=[CH:15][CH:14]=[CH:13][CH:12]=2)=[O:8])[N:6]=1.C([C:27]([O:29][CH2:30][CH3:31])=[O:28])#N. Given the product [CH3:22][Si:21]([CH3:24])([CH3:23])[CH2:20][CH2:19][O:18][CH2:17][N:3]1[CH:4]=[C:5]([C:7]([O:9][CH2:10][C:11]2[CH:16]=[CH:15][CH:14]=[CH:13][CH:12]=2)=[O:8])[N:6]=[C:2]1[C:27]([O:29][CH2:30][CH3:31])=[O:28], predict the reactants needed to synthesize it. (4) The reactants are: [NH:1]1[C:5]2=[N:6][CH:7]=[CH:8][CH:9]=[C:4]2[C:3]([C:10]([C:12]2[CH:13]=[C:14]([CH:17]=[CH:18][CH:19]=2)[CH:15]=O)=[O:11])=[CH:2]1.C(CC(N)=[O:24])#N.C1C[CH2:35][N:34]2[C:29](=[N:30][CH2:31][CH2:32][CH2:33]2)CC1. Given the product [NH:1]1[C:5]2=[N:6][CH:7]=[CH:8][CH:9]=[C:4]2[C:3]([C:10]([C:12]2[CH:13]=[C:14]([CH:15]=[C:32]([C:31]#[N:30])[C:33]([N:34]([CH3:35])[CH3:29])=[O:24])[CH:17]=[CH:18][CH:19]=2)=[O:11])=[CH:2]1, predict the reactants needed to synthesize it. (5) Given the product [F:12][C:13]([F:23])([F:24])[C:14]1[CH:15]=[C:16]([CH:20]=[CH:21][CH:22]=1)[C:17]([NH:1][C:2]1[CH:3]=[CH:4][C:5]([Cl:11])=[C:6]([CH:10]=1)[C:7]([OH:9])=[O:8])=[O:18], predict the reactants needed to synthesize it. The reactants are: [NH2:1][C:2]1[CH:3]=[CH:4][C:5]([Cl:11])=[C:6]([CH:10]=1)[C:7]([OH:9])=[O:8].[F:12][C:13]([F:24])([F:23])[C:14]1[CH:15]=[C:16]([CH:20]=[CH:21][CH:22]=1)[C:17](Cl)=[O:18]. (6) Given the product [F:24][C:25]1[CH:26]=[C:27]2[C:32](=[CH:33][C:34]=1[F:35])[N:31]=[CH:30][C:29](/[CH:36]=[CH:3]/[C:2](=[O:1])[CH2:10][CH2:11][CH2:12][CH2:13][C:14]1[CH:23]=[CH:22][C:21]3[CH2:20][CH2:19][CH2:18][NH:17][C:16]=3[N:15]=1)=[CH:28]2, predict the reactants needed to synthesize it. The reactants are: [O:1]=[C:2]([CH2:10][CH2:11][CH2:12][CH2:13][C:14]1[CH:23]=[CH:22][C:21]2[CH2:20][CH2:19][CH2:18][NH:17][C:16]=2[N:15]=1)[CH2:3]P(=O)(OC)OC.[F:24][C:25]1[CH:26]=[C:27]2[C:32](=[CH:33][C:34]=1[F:35])[N:31]=[CH:30][C:29]([CH:36]=O)=[CH:28]2.[Li+].[Cl-].C1CCN2C(=NCCC2)CC1. (7) Given the product [CH3:1][CH2:2][C@H:3]1[O:18][C:16](=[O:17])[C@H:15]([CH3:19])[C@@H:14]([O:20][C@@H:21]2[O:26][C@@H:25]([CH3:27])[C@H:24]([OH:28])[C@@:23]([O:30][CH3:31])([CH3:29])[CH2:22]2)[C@H:13]([CH3:32])[C@@H:12]([O:33][C@@H:34]2[O:39][C@H:38]([CH3:40])[CH2:37][C@H:36]([N+:41]([O-:52])([CH3:42])[CH3:43])[C@H:35]2[OH:44])[C@@:11]([OH:46])([CH3:45])[CH2:10][C@@H:9]([CH3:47])[C:7](=[O:8])[C@H:6]([CH3:48])[C@@H:5]([OH:49])[C@@:4]1([OH:51])[CH3:50], predict the reactants needed to synthesize it. The reactants are: [CH3:1][CH2:2][C@H:3]1[O:18][C:16](=[O:17])[C@H:15]([CH3:19])[C@@H:14]([O:20][C@@H:21]2[O:26][C@@H:25]([CH3:27])[C@H:24]([OH:28])[C@@:23]([O:30][CH3:31])([CH3:29])[CH2:22]2)[C@H:13]([CH3:32])[C@@H:12]([O:33][C@@H:34]2[O:39][C@H:38]([CH3:40])[CH2:37][C@H:36]([N:41]([CH3:43])[CH3:42])[C@H:35]2[OH:44])[C@@:11]([OH:46])([CH3:45])[CH2:10][C@@H:9]([CH3:47])[C:7](=[O:8])[C@H:6]([CH3:48])[C@@H:5]([OH:49])[C@@:4]1([OH:51])[CH3:50].[OH:52]O.O. (8) Given the product [NH2:1][C:4]1[CH:5]=[C:6]([NH:10][C:11](=[O:14])[CH:12]=[CH2:13])[CH:7]=[CH:8][CH:9]=1, predict the reactants needed to synthesize it. The reactants are: [N+:1]([C:4]1[CH:5]=[C:6]([NH:10][C:11](=[O:14])[CH:12]=[CH2:13])[CH:7]=[CH:8][CH:9]=1)([O-])=O. (9) Given the product [CH2:1]([O:3][C:4](=[O:9])[CH2:5][C:6]([NH:11][C:12]([NH:21][C:18]1[CH:19]=[CH:20][C:15]([F:14])=[C:16]([C:22]([F:25])([F:23])[F:24])[CH:17]=1)=[S:13])=[O:7])[CH3:2], predict the reactants needed to synthesize it. The reactants are: [CH2:1]([O:3][C:4](=[O:9])[CH2:5][C:6](Cl)=[O:7])[CH3:2].[NH4+].[N:11]#[C:12][S-:13].[F:14][C:15]1[CH:20]=[CH:19][C:18]([NH2:21])=[CH:17][C:16]=1[C:22]([F:25])([F:24])[F:23]. (10) Given the product [CH3:15][C:11]1([CH3:16])[CH2:12][CH2:13][CH2:14][CH:9]([O:8][C:5]2[CH:4]=[CH:3][C:2]([C:18]#[N:19])=[N:7][CH:6]=2)[CH2:10]1, predict the reactants needed to synthesize it. The reactants are: Cl[C:2]1[N:7]=[CH:6][C:5]([O:8][CH:9]2[CH2:14][CH2:13][CH2:12][C:11]([CH3:16])([CH3:15])[CH2:10]2)=[CH:4][CH:3]=1.[Cu][C:18]#[N:19].CN1C(=O)CCC1.O.